This data is from Full USPTO retrosynthesis dataset with 1.9M reactions from patents (1976-2016). The task is: Predict the reactants needed to synthesize the given product. (1) The reactants are: Cl.[NH2:2][CH2:3][C:4]([O:6]C)=[O:5].C(N(CC)CC)C.[CH3:15][NH:16][C:17]([N:19]1[C:27]2[C:22](=[CH:23][C:24]([O:28][C:29]3[CH:34]=[CH:33][N:32]=[C:31]([N:35](C(OC4C=CC=CC=4)=O)[C:36](=O)[O:37]C4C=CC=CC=4)[CH:30]=3)=[CH:25][CH:26]=2)[CH:21]=[CH:20]1)=[O:18].O. Given the product [CH3:15][NH:16][C:17]([N:19]1[C:27]2[C:22](=[CH:23][C:24]([O:28][C:29]3[CH:34]=[CH:33][N:32]=[C:31]([NH:35][C:36]([NH:2][CH2:3][C:4]([OH:6])=[O:5])=[O:37])[CH:30]=3)=[CH:25][CH:26]=2)[CH:21]=[CH:20]1)=[O:18], predict the reactants needed to synthesize it. (2) Given the product [C:1]([O:5][C:6]([N:8]1[CH2:11][CH:10]([N:12]2[CH2:28][CH2:27][N:15]([C:16]3[N:17]=[CH:18][CH:19]=[CH:20][N:21]=3)[CH2:14][C:13]2=[O:32])[CH2:9]1)=[O:7])([CH3:4])([CH3:2])[CH3:3], predict the reactants needed to synthesize it. The reactants are: [C:1]([O:5][C:6]([N:8]1[CH2:11][CH:10]([NH:12][CH2:13][CH2:14][NH:15][C:16]2[N:21]=[CH:20][CH:19]=[CH:18][N:17]=2)[CH2:9]1)=[O:7])([CH3:4])([CH3:3])[CH3:2].CCN([CH2:27][CH3:28])CC.ClCC(Cl)=[O:32].[H-].[Na+]. (3) Given the product [CH3:15][C:13]1[CH:12]=[CH:11][N:10]=[C:9]([NH:8][C:6]2[N:7]=[C:2]([C:22]3[S:23][C:19]([C:16](=[O:18])[CH3:17])=[CH:20][CH:21]=3)[CH:3]=[CH:4][CH:5]=2)[CH:14]=1, predict the reactants needed to synthesize it. The reactants are: Br[C:2]1[N:7]=[C:6]([NH:8][C:9]2[CH:14]=[C:13]([CH3:15])[CH:12]=[CH:11][N:10]=2)[CH:5]=[CH:4][CH:3]=1.[C:16]([C:19]1[S:23][C:22](B(O)O)=[CH:21][CH:20]=1)(=[O:18])[CH3:17].C(=O)([O-])O.[Na+].O. (4) Given the product [Cl:1][C:2]1[CH:7]=[CH:6][CH:5]=[C:4]([F:8])[C:3]=1[CH2:9][O:10][C:21]1[N:20]([C:17]2[CH:16]=[CH:15][C:14]([F:13])=[CH:19][CH:18]=2)[C:24]([C:25]([O:27][CH2:28][CH3:29])=[O:26])=[CH:23][N:22]=1, predict the reactants needed to synthesize it. The reactants are: [Cl:1][C:2]1[CH:7]=[CH:6][CH:5]=[C:4]([F:8])[C:3]=1[CH2:9][OH:10].[H-].[Na+].[F:13][C:14]1[CH:19]=[CH:18][C:17]([N:20]2[C:24]([C:25]([O:27][CH2:28][CH3:29])=[O:26])=[CH:23][N:22]=[C:21]2I)=[CH:16][CH:15]=1.O. (5) Given the product [Br:31][C:29]1[CH:30]=[C:22]([F:21])[CH:23]=[C:24]2[C:28]=1[NH:27][C:26](=[O:32])[C:25]2=[CH:16][C:13]1[NH:12][C:9]2[CH2:10][CH2:11][N:6]([CH2:5][CH2:4][N:3]([CH2:19][CH3:20])[CH2:1][CH3:2])[C:7](=[O:18])[C:8]=2[C:14]=1[CH3:15], predict the reactants needed to synthesize it. The reactants are: [CH2:1]([N:3]([CH2:19][CH3:20])[CH2:4][CH2:5][N:6]1[CH2:11][CH2:10][C:9]2[NH:12][C:13]([CH:16]=O)=[C:14]([CH3:15])[C:8]=2[C:7]1=[O:18])[CH3:2].[F:21][C:22]1[CH:23]=[C:24]2[C:28](=[C:29]([Br:31])[CH:30]=1)[NH:27][C:26](=[O:32])[CH2:25]2. (6) Given the product [Br:10][C:8]1[C:7]([F:9])=[CH:6][C:4]([NH2:5])=[CH:3][C:2]=1[Cl:1], predict the reactants needed to synthesize it. The reactants are: [Cl:1][C:2]1[CH:3]=[C:4]([CH:6]=[C:7]([F:9])[CH:8]=1)[NH2:5].[Br:10]N1C(=O)CCC1=O.